Dataset: Peptide-MHC class II binding affinity with 134,281 pairs from IEDB. Task: Regression. Given a peptide amino acid sequence and an MHC pseudo amino acid sequence, predict their binding affinity value. This is MHC class II binding data. (1) The binding affinity (normalized) is 0. The peptide sequence is TPKIQVYSRHPAENG. The MHC is DRB1_0101 with pseudo-sequence DRB1_0101. (2) The peptide sequence is QTNGPWMQVPLEVKR. The MHC is DRB3_0202 with pseudo-sequence DRB3_0202. The binding affinity (normalized) is 0. (3) The peptide sequence is SEFAYGSFVRTVSLP. The MHC is HLA-DQA10501-DQB10201 with pseudo-sequence HLA-DQA10501-DQB10201. The binding affinity (normalized) is 0.425.